Dataset: Full USPTO retrosynthesis dataset with 1.9M reactions from patents (1976-2016). Task: Predict the reactants needed to synthesize the given product. Given the product [Cl:1][C:2]1[CH:3]=[CH:4][C:5]([C:6]([NH:8][CH:9]([CH2:13][C:14]2[C:23]3[C:18](=[CH:19][CH:20]=[CH:21][CH:22]=3)[NH:17][C:16](=[O:24])[CH:15]=2)[C:10]([S:11][CH3:28])=[O:12])=[O:7])=[CH:25][CH:26]=1, predict the reactants needed to synthesize it. The reactants are: [Cl:1][C:2]1[CH:26]=[CH:25][C:5]([C:6]([NH:8][CH:9]([CH2:13][C:14]2[C:23]3[C:18](=[CH:19][CH:20]=[CH:21][CH:22]=3)[NH:17][C:16](=[O:24])[CH:15]=2)[C:10]([OH:12])=[S:11])=[O:7])=[CH:4][CH:3]=1.I[CH3:28].